The task is: Binary Classification. Given a miRNA mature sequence and a target amino acid sequence, predict their likelihood of interaction.. This data is from Experimentally validated miRNA-target interactions with 360,000+ pairs, plus equal number of negative samples. (1) The miRNA is hsa-miR-4645-3p with sequence AGACAGUAGUUCUUGCCUGGUU. The protein sequence of the target gene is MEEEVQQHSHCMNCVSRRCMTRPEPGVSCDLIGCPLVCGAVFHSCKADEHRLLCPFERVACLNRNFGCPFTLARNKVAEHLEMCPASVVCCTMEWNRWPVSYSDRKSYESLSRDVDEVAQLDMALALQDQRMLLESLKVATMMSKATDKISEPREQISVKSSVQEIPRTNGLVSVDEESYGALYQATVETTRSLAAALDILNSATRDIGMLNTSLHATANEMDEENNKESFQDKNLKDQDHLDEGEIGAVGGVDYSGTSQNAQAEQNGSSDLLCDLNPSSNGTSALCNGFPLEKMCIQVK.... Result: 0 (no interaction). (2) The miRNA is hsa-miR-1199-5p with sequence CCUGAGCCCGGGCCGCGCAG. The protein sequence of the target gene is MDVENEQILNVNPTDPDNLSDSLFSGDEENAGTEEIKNEINGNWISASTINEARINAKAKRRLRKNSSRDSGRGDSVSDNGSEAVRSGVAVPTSPKGRLLDRRSRSGKGRGLPKKGGAGGKGVWGTPGQVYDVEEVDVKDPNYDDDQENCVYETVVLPLDETAFEKTLTPIIQEYFEHGDTNEVAEMLRDLNLGEMKSGVPVLAVSLALEGKASHREMTSKLLSDLCGTVMSTNDVEKSFDKLLKDLPELALDTPRAPQLVGQFIARAVGDGILCNTYIDSYKGTVDCVQARAALDKATV.... Result: 0 (no interaction). (3) The miRNA is hsa-miR-193a-5p with sequence UGGGUCUUUGCGGGCGAGAUGA. The protein sequence of the target gene is MAALASSLIRQKREVREPGGSRPVSAQRRVCPRGTKSLCQKQLLILLSKVRLCGGRPARPDRGPEPQLKGIVTKLFCRQGFYLQANPDGSIQGTPEDTSSFTHFNLIPVGLRVVTIQSAKLGHYMAMNAEGLLYSSPHFTAECRFKECVFENYYVLYASALYRQRRSGRAWYLGLDKEGQVMKGNRVKKTKAAAHFLPKLLEVAMYQEPSLHSVPEASPSSPPAP. Result: 0 (no interaction). (4) The miRNA is hsa-miR-491-3p with sequence CUUAUGCAAGAUUCCCUUCUAC. The protein sequence of the target gene is MKPFHTALSFLILTTALGIWAQITHATETKEVQSSLKAQQGLEIEMFHMGFQDSSDCCLSYNSRIQCSRFIGYFPTSGGCTRPGIIFISKRGFQVCANPSDRRVQRCIERLEQNSQPRTYKQ. Result: 0 (no interaction). (5) The miRNA is hsa-miR-222-3p with sequence AGCUACAUCUGGCUACUGGGU. The protein sequence of the target gene is MASCSFTRDQATRRLRGAAAAAAAALAAVVTTPLLSSGTPTALIGTGSSCPGAMWLSTATGSRSDSESEEEDLPVGEEVCKRGYLRKQKHGHRRYFVLKLETADAPARLEYYENARKFRHSVRAAAAAAAAAASGAAIPPLIPPRRVITLYQCFSVSQRADARYRHLIALFTQDEYFAMVAENESEQESWYLLLSRLILESKRRRCGTLGAQPDGEPAALAAAAAAEPPFYKDVWQVIVKPRGLGHRKELSGVFRLCLTDEEVVFVRLNTEVASVVVQLLSIRRCGHSEQYFFLEVGRST.... Result: 1 (interaction). (6) The miRNA is hsa-miR-4299 with sequence GCUGGUGACAUGAGAGGC. The protein sequence of the target gene is MTPPERLFLPRVCGTTLHLLLLGLLLVLLPGAQGLPGVGLTPSAAQTARQHPKMHLAHSTLKPAAHLIGDPSKQNSLLWRANTDRAFLQDGFSLSNNSLLVPTSGIYFVYSQVVFSGKAYSPKATSSPLYLAHEVQLFSSQYPFHVPLLSSQKMVYPGLQEPWLHSMYHGAAFQLTQGDQLSTHTDGIPHLVLSPSTVFFGAFAL. Result: 0 (no interaction). (7) The miRNA is mmu-miR-3073a-3p with sequence UUGAUGUCCACUGUGACCAUAG. The protein sequence of the target gene is MAATASPGAGRMDGKPRTSPKSVKFLFGGLAGMGATVFVQPLDLVKNRMQLSGEGAKTREYKTSFHALTSILKTEGLKGIYTGLSAGLLRQATYTTTRLGIYTVLFERLTGADGTPPGFLLKALIGMTAGATGAFVGTPAEVALIRMTADGRLPADQRRGYKNVFNALVRIAREEGVPTLWRGCIPTMARAVVVNAAQLASYSQSKQFLLDSGYFSDNILCHFCASMISGLVTTAASMPVDIVKTRIQNMRMIDGKPEYKNGLDVLLKVVRYEGFFSLWKGFTPYYARLGPHTVLTFIFL.... Result: 0 (no interaction). (8) The miRNA is hsa-miR-6789-3p with sequence CGGCGCCCGUGUCUCCUCCAG. The protein sequence of the target gene is MEDEDKTAECQHSKPPTGITHEAPPHHELQEERVMSLRGTDRSEPTEGSNLLTSGEKKPQDSPTEPNGLQSLRRFLACPPRGCLARVITNGTMVVLLWAMVWSVTGPECLPGGNLFGIIILFYCSITGGKLFGLIKFPTLPPLPPLLGMLLAGFLLRNIPVINDSVRIQHKWSSSLRSIALSVILVRAGLGLDSKALRKLKGVCVRLAMGPCIVEACASAILSHFLMGLPWQWGFILGFVVGAVSPAVVVPSMLLLQEGGYGVGKGIPTLLMAAGSFDDILAITGFNTCLGVAFSTGSTV.... Result: 0 (no interaction). (9) The miRNA is hsa-miR-874-5p with sequence CGGCCCCACGCACCAGGGUAAGA. The protein sequence of the target gene is MSSGAPQKSSPMASGAEETPGFLDTLLQDFPALLNPEDPLPWKAPGTVLSQEEVEGELAELAMGFLGSRKAPPPLAAALAHEAVSQLLQTDLSEFRKLPREEEEEEEDDDEEEKAPVTLLDAQSLAQSFFNRLWEVAGQWQKQVPLAARASQRQWLVSIHAIRNTRRKMEDRHVSLPSFNQLFGLSDPVNRAYFAVFDGHGGVDAARYAAVHVHTNAARQPELPTDPEGALREAFRRTDQMFLRKAKRERLQSGTTGVCALIAGATLHVAWLGDSQVILVQQGQVVKLMEPHRPERQDEK.... Result: 1 (interaction). (10) The miRNA is gga-let-7b with sequence UGAGGUAGUAGGUUGUGUGGUU. The protein sequence of the target gene is MSKFVFDSMLPKYPQFQPFISSHHLTTTPPNSSSAAVAAALAAAAASASASVSASSSSNNNSSNTIAGSNTSNTNNSSSSPSSSSNNNSNLNLSGGSLSPSHLSQHLGQSPHSPVSSSSPFQQHHPQVQQQHLNHQQQQHLHHQQQQHHHQYSSLSAALQLQQQQHHISKLAAAAVASHGHAHQQLLLTPPSAGNSQAGDSSCSPSPSASGSSSLHRSLNDNSPGSASASASASAASSVAAAAAAAAAAASSSFAIPTSKMYPYVSNHPSSHGGLSGMAGFTGLEDKSCSRYTDTVMNSY.... Result: 0 (no interaction).